This data is from Cav3 T-type calcium channel HTS with 100,875 compounds. The task is: Binary Classification. Given a drug SMILES string, predict its activity (active/inactive) in a high-throughput screening assay against a specified biological target. (1) The molecule is O1CCN(CC1)C(=O)COc1c(cc(NC(=O)c2c3c(ccc2)cccc3)cc1C)C. The result is 0 (inactive). (2) The molecule is O1N=C(CC21CC(N(C2)C(=O)c1ccc(OC)cc1)C(=O)N)c1cc(NC(=O)C(C)=C)ccc1. The result is 0 (inactive). (3) The drug is S(c1[nH]c2c(n1)ccc(c2)C)Cc1oc(nn1)c1ccccc1. The result is 0 (inactive). (4) The compound is Fc1c(OC)ccc(c1)C(O)=O. The result is 0 (inactive). (5) The molecule is s1c(c(cc1C(=O)NCCCn1ccnc1)C)c1ccccc1. The result is 0 (inactive).